Dataset: TCR-epitope binding with 47,182 pairs between 192 epitopes and 23,139 TCRs. Task: Binary Classification. Given a T-cell receptor sequence (or CDR3 region) and an epitope sequence, predict whether binding occurs between them. (1) The epitope is ILHCANFNV. The TCR CDR3 sequence is CASSLTSVLQETQYF. Result: 0 (the TCR does not bind to the epitope). (2) The epitope is RIFTIGTVTLK. The TCR CDR3 sequence is CASSPHGGSSSGQPQHF. Result: 1 (the TCR binds to the epitope).